This data is from Peptide-MHC class I binding affinity with 185,985 pairs from IEDB/IMGT. The task is: Regression. Given a peptide amino acid sequence and an MHC pseudo amino acid sequence, predict their binding affinity value. This is MHC class I binding data. (1) The peptide sequence is RYTRRISLF. The MHC is HLA-B15:01 with pseudo-sequence HLA-B15:01. The binding affinity (normalized) is 0.307. (2) The peptide sequence is YAEISFMLW. The MHC is HLA-B15:01 with pseudo-sequence HLA-B15:01. The binding affinity (normalized) is 0.0847. (3) The peptide sequence is LPFPFLYKFLL. The MHC is HLA-B45:01 with pseudo-sequence HLA-B45:01. The binding affinity (normalized) is 0. (4) The peptide sequence is TAVPWNASW. The MHC is HLA-B51:01 with pseudo-sequence HLA-B51:01. The binding affinity (normalized) is 0. (5) The peptide sequence is LSPAYYML. The MHC is H-2-Kb with pseudo-sequence H-2-Kb. The binding affinity (normalized) is 0.990. (6) The MHC is HLA-A11:01 with pseudo-sequence HLA-A11:01. The binding affinity (normalized) is 0.0626. The peptide sequence is DFESVTNSVY.